From a dataset of Full USPTO retrosynthesis dataset with 1.9M reactions from patents (1976-2016). Predict the reactants needed to synthesize the given product. (1) Given the product [ClH:1].[ClH:1].[Cl:1][C:2]1[C:7]([CH2:8][N:9]2[CH2:13][CH2:12][CH2:11][CH2:10]2)=[CH:6][CH:5]=[CH:4][C:3]=1[O:14][C@H:26]1[CH2:27][C@H:28]([CH2:30][N:31]2[CH2:32][CH2:33][O:34][CH2:35][CH2:36]2)[CH2:29]1, predict the reactants needed to synthesize it. The reactants are: [Cl:1][C:2]1[C:7]([CH2:8][N:9]2[CH2:13][CH2:12][CH2:11][CH2:10]2)=[CH:6][CH:5]=[CH:4][C:3]=1[OH:14].CC(C)([O-])C.[K+].CS(O[C@H:26]1[CH2:29][C@@H:28]([CH2:30][N:31]2[CH2:36][CH2:35][O:34][CH2:33][CH2:32]2)[CH2:27]1)(=O)=O. (2) The reactants are: [CH2:1]([O:3][C:4](=[O:21])[C:5]([O:8][C:9]1[CH:14]=[CH:13][C:12]([CH:15]([C:17]([OH:19])=O)[CH3:16])=[CH:11][C:10]=1[CH3:20])([CH3:7])[CH3:6])[CH3:2].[CH3:22][C:23]1[C:28]([NH2:29])=[CH:27][CH:26]=[C:25]([C:30]2[CH:35]=[CH:34][C:33]([C:36]([F:39])([F:38])[F:37])=[CH:32][CH:31]=2)[N:24]=1. Given the product [CH2:1]([O:3][C:4](=[O:21])[C:5]([CH3:6])([O:8][C:9]1[CH:14]=[CH:13][C:12]([CH:15]([C:17](=[O:19])[NH:29][C:28]2[C:23]([CH3:22])=[N:24][C:25]([C:30]3[CH:31]=[CH:32][C:33]([C:36]([F:39])([F:37])[F:38])=[CH:34][CH:35]=3)=[CH:26][CH:27]=2)[CH3:16])=[CH:11][C:10]=1[CH3:20])[CH3:7])[CH3:2], predict the reactants needed to synthesize it. (3) The reactants are: [N+:1]([C:4]1[CH:18]=[CH:17][C:7]([CH2:8]P(=O)(OCC)OCC)=[CH:6][CH:5]=1)([O-:3])=[O:2].[CH3:19][O:20][C:21]1[CH:22]=[C:23]([CH:26]=[CH:27][CH:28]=1)[CH:24]=O. Given the product [CH3:19][O:20][C:21]1[CH:28]=[CH:27][CH:26]=[C:23](/[CH:24]=[CH:8]/[C:7]2[CH:6]=[CH:5][C:4]([N+:1]([O-:3])=[O:2])=[CH:18][CH:17]=2)[CH:22]=1, predict the reactants needed to synthesize it. (4) Given the product [C:24]([NH:1][CH2:2][CH2:3][C:4]1[CH:9]=[CH:8][C:7]([CH2:10][CH2:11][C:12]2[N:13]=[C:14]([NH:17][C:18](=[O:20])[CH3:19])[S:15][CH:16]=2)=[CH:6][CH:5]=1)(=[NH:26])[CH3:25], predict the reactants needed to synthesize it. The reactants are: [NH2:1][CH2:2][CH2:3][C:4]1[CH:9]=[CH:8][C:7]([CH2:10][CH2:11][C:12]2[N:13]=[C:14]([NH:17][C:18](=[O:20])[CH3:19])[S:15][CH:16]=2)=[CH:6][CH:5]=1.I.CS[C:24](=[NH:26])[CH3:25]. (5) Given the product [C:31]([O:35][C:41](=[O:36])[NH:28][C:7]1[CH:11]=[CH:12][N:13]=[C:5]([C:2]([F:1])([F:4])[CH3:3])[CH:6]=1)([CH3:34])([CH3:33])[CH3:32], predict the reactants needed to synthesize it. The reactants are: [F:1][C:2]([C:5]1[CH:6]=[C:7]([CH:11]=[CH:12][N:13]=1)C(O)=O)([F:4])[CH3:3].C1(P([N:28]=[N+]=[N-])(C2C=CC=CC=2)=O)C=CC=CC=1.[C:31]([OH:35])([CH3:34])([CH3:33])[CH3:32].[O:36]1[CH2:41]COCC1. (6) Given the product [C:26]([O:25][C@@H:19]([C:9]1[C:8]([CH3:30])=[CH:7][C:5]2[N:6]=[C:2]([C:37]3[CH2:41][CH2:40][CH2:39][CH:38]=3)[S:3][C:4]=2[C:10]=1[O:11][S:12]([C:15]([F:18])([F:17])[F:16])(=[O:14])=[O:13])[C:20]([O:22][CH2:23][CH3:24])=[O:21])([CH3:29])([CH3:28])[CH3:27], predict the reactants needed to synthesize it. The reactants are: Br[C:2]1[S:3][C:4]2[C:10]([O:11][S:12]([C:15]([F:18])([F:17])[F:16])(=[O:14])=[O:13])=[C:9]([C@H:19]([O:25][C:26]([CH3:29])([CH3:28])[CH3:27])[C:20]([O:22][CH2:23][CH3:24])=[O:21])[C:8]([CH3:30])=[CH:7][C:5]=2[N:6]=1.C(=O)([O-])[O-].[K+].[K+].[C:37]1(B(O)O)[CH2:41][CH2:40][CH2:39][CH:38]=1.